This data is from Forward reaction prediction with 1.9M reactions from USPTO patents (1976-2016). The task is: Predict the product of the given reaction. (1) Given the reactants C[O:2][C:3]1[CH:8]=[CH:7][C:6]([NH:9][C:10]2[C:19]3[C:14](=[CH:15][CH:16]=[CH:17][CH:18]=3)[C:13]([C:20]3[CH:25]=[CH:24][CH:23]=[CH:22][CH:21]=3)=[CH:12][CH:11]=2)=[CH:5][CH:4]=1.Br.CC(O)=O, predict the reaction product. The product is: [C:20]1([C:13]2[C:14]3[C:19](=[CH:18][CH:17]=[CH:16][CH:15]=3)[C:10]([NH:9][C:6]3[CH:5]=[CH:4][C:3]([OH:2])=[CH:8][CH:7]=3)=[CH:11][CH:12]=2)[CH:21]=[CH:22][CH:23]=[CH:24][CH:25]=1. (2) The product is: [CH2:19]([C:26]1[CH:37]=[CH:36][C:29]2[CH:30]=[C:31]([C:2]3[CH:17]=[CH:16][C:5]([CH2:6][N:7]4[CH2:10][CH:9]([C:11]([O:13][CH2:14][CH3:15])=[O:12])[CH2:8]4)=[CH:4][C:3]=3[F:18])[O:32][C:28]=2[CH:27]=1)[C:20]1[CH:21]=[CH:22][CH:23]=[CH:24][CH:25]=1. Given the reactants Br[C:2]1[CH:17]=[CH:16][C:5]([CH2:6][N:7]2[CH2:10][CH:9]([C:11]([O:13][CH2:14][CH3:15])=[O:12])[CH2:8]2)=[CH:4][C:3]=1[F:18].[CH2:19]([C:26]1[CH:37]=[CH:36][C:29]2[CH:30]=[C:31](B(O)O)[O:32][C:28]=2[CH:27]=1)[C:20]1[CH:25]=[CH:24][CH:23]=[CH:22][CH:21]=1, predict the reaction product. (3) Given the reactants [CH2:1]([O:3][C:4]([C:6]1[C:15](=[O:16])[C:14]2[C:9](=[C:10](Cl)[N:11]=[C:12]([CH2:17][N:18]3[CH2:23][CH2:22][O:21][CH2:20][CH2:19]3)[CH:13]=2)[N:8]([CH3:25])[CH:7]=1)=[O:5])[CH3:2].C([O-])(=O)C.[K+], predict the reaction product. The product is: [CH2:1]([O:3][C:4]([C:6]1[C:15](=[O:16])[C:14]2[C:9](=[CH:10][N:11]=[C:12]([CH2:17][N:18]3[CH2:19][CH2:20][O:21][CH2:22][CH2:23]3)[CH:13]=2)[N:8]([CH3:25])[CH:7]=1)=[O:5])[CH3:2]. (4) Given the reactants [C:1]1([CH:7]([C:31]2[CH:36]=[CH:35][CH:34]=[CH:33][CH:32]=2)[N:8]2[C:16]3[C:11](=[CH:12][CH:13]=[CH:14][CH:15]=3)[C:10]([C:18]3[C:19]([OH:29])=[CH:20][C:21]4[O:25][C:24](=[O:26])[N:23]([CH3:27])[C:22]=4[CH:28]=3)(O)[C:9]2=[O:30])[CH:6]=[CH:5][CH:4]=[CH:3][CH:2]=1.C(N1C2C(=CC=CC=2)C(C2C(O)=CC3N(C)C(=O)COC=3C=2)(O)C1=O)(C1C=CC=CC=1)C1C=CC=CC=1, predict the reaction product. The product is: [C:31]1([CH:7]([C:1]2[CH:2]=[CH:3][CH:4]=[CH:5][CH:6]=2)[N:8]2[C:16]3[C:11](=[CH:12][CH:13]=[CH:14][CH:15]=3)[CH:10]([C:18]3[C:19]([OH:29])=[CH:20][C:21]4[O:25][C:24](=[O:26])[N:23]([CH3:27])[C:22]=4[CH:28]=3)[C:9]2=[O:30])[CH:32]=[CH:33][CH:34]=[CH:35][CH:36]=1. (5) Given the reactants [CH2:1]([C:7]1[S:11][C:10]([C:12]2[S:13][CH:14]=[CH:15][CH:16]=2)=[CH:9][CH:8]=1)[CH2:2][CH2:3][CH2:4][CH2:5][CH3:6].C1C(=O)N([Br:24])C(=O)C1, predict the reaction product. The product is: [Br:24][C:14]1[S:13][C:12]([C:10]2[S:11][C:7]([CH2:1][CH2:2][CH2:3][CH2:4][CH2:5][CH3:6])=[CH:8][CH:9]=2)=[CH:16][CH:15]=1. (6) Given the reactants [Cl:1][C:2]1[C:3]([NH2:9])=[N:4][C:5]([Cl:8])=[CH:6][CH:7]=1.C(=O)([O-])[O-].[Na+].[Na+].[C:16](Cl)(Cl)=[S:17], predict the reaction product. The product is: [Cl:1][C:2]1[C:3]([N:9]=[C:16]=[S:17])=[N:4][C:5]([Cl:8])=[CH:6][CH:7]=1. (7) Given the reactants [CH2:1]([O:3][C:4]1[CH:18]=[CH:17][C:7]([O:8][C:9]2[CH:10]=[C:11]([CH:14]=[CH:15][CH:16]=2)[C:12]#[N:13])=[CH:6][CH:5]=1)[CH3:2].C1COCC1.[H-].[Al+3].[Li+].[H-].[H-].[H-].[OH-].[Na+], predict the reaction product. The product is: [CH2:1]([O:3][C:4]1[CH:18]=[CH:17][C:7]([O:8][C:9]2[CH:10]=[C:11]([CH:14]=[CH:15][CH:16]=2)[CH2:12][NH2:13])=[CH:6][CH:5]=1)[CH3:2]. (8) The product is: [NH2:27][C:25]1[N:26]=[C:22]2[N:23]([C:14]([CH2:13][C:12]3[CH:29]=[CH:30][C:9]([OH:8])=[C:10]([O:31][CH3:32])[CH:11]=3)=[N:15][C:16]3[CH:17]=[C:18]([F:28])[CH:19]=[CH:20][C:21]=32)[N:24]=1. Given the reactants C([O:8][C:9]1[CH:30]=[CH:29][C:12]([CH2:13][C:14]2[N:23]3[N:24]=[C:25]([NH2:27])[N:26]=[C:22]3[C:21]3[CH:20]=[CH:19][C:18]([F:28])=[CH:17][C:16]=3[N:15]=2)=[CH:11][C:10]=1[O:31][CH3:32])C1C=CC=CC=1.C1CC=CCC=1, predict the reaction product.